From a dataset of Full USPTO retrosynthesis dataset with 1.9M reactions from patents (1976-2016). Predict the reactants needed to synthesize the given product. The reactants are: [NH2:1][C:2]1[C:11]([F:12])=[C:10](F)[C:9]([O:14][CH3:15])=[C:8]2[C:3]=1[C:4](=[O:22])[C:5]([C:19]([OH:21])=[O:20])=[CH:6][N:7]2[CH:16]1[CH2:18][CH2:17]1.[CH3:23][NH:24][CH2:25][CH2:26][NH:27][C:28]1[CH:33]=[CH:32][CH:31]=[CH:30][N:29]=1.C(N(CC)CC)C. Given the product [NH2:1][C:2]1[C:11]([F:12])=[C:10]([N:24]([CH3:23])[CH2:25][CH2:26][NH:27][C:28]2[CH:33]=[CH:32][CH:31]=[CH:30][N:29]=2)[C:9]([O:14][CH3:15])=[C:8]2[C:3]=1[C:4](=[O:22])[C:5]([C:19]([OH:21])=[O:20])=[CH:6][N:7]2[CH:16]1[CH2:18][CH2:17]1, predict the reactants needed to synthesize it.